Dataset: Catalyst prediction with 721,799 reactions and 888 catalyst types from USPTO. Task: Predict which catalyst facilitates the given reaction. Reactant: [F:1][C:2]([F:17])([F:16])[O:3][C:4]1[CH:15]=[CH:14][C:7]([CH:8]=[C:9]([C:12]#[N:13])[C:10]#[N:11])=[CH:6][CH:5]=1.[CH2:18]([OH:20])[CH3:19].C(=O)(OC)O[CH2:23][CH:24]=[CH2:25]. Product: [CH2:25]([C:9]([CH:8]([O:20][CH2:18][CH3:19])[C:7]1[CH:6]=[CH:5][C:4]([O:3][C:2]([F:16])([F:17])[F:1])=[CH:15][CH:14]=1)([C:12]#[N:13])[C:10]#[N:11])[CH:24]=[CH2:23]. The catalyst class is: 602.